This data is from Catalyst prediction with 721,799 reactions and 888 catalyst types from USPTO. The task is: Predict which catalyst facilitates the given reaction. Reactant: [OH:1][C:2]1[CH:3]=[C:4]([CH:8]=[CH:9][CH:10]=1)[C:5]([OH:7])=O.[CH3:11][S:12](Cl)(=[O:14])=[O:13].C(N(CC)CC)C.Cl.Cl.[NH2:25][CH2:26][CH2:27][C:28]([NH:30][C:31]([C:39]1[CH:44]=[CH:43][C:42]([C:45]#[N:46])=[C:41]([F:47])[CH:40]=1)([C:33]1[N:34]([CH3:38])[CH:35]=[N:36][CH:37]=1)[CH3:32])=[O:29]. Product: [C:45]([C:42]1[CH:43]=[CH:44][C:39]([C:31]([NH:30][C:28]([CH2:27][CH2:26][NH:25][C:5]([C:4]2[CH:3]=[C:2]([O:1][S:12]([CH3:11])(=[O:14])=[O:13])[CH:10]=[CH:9][CH:8]=2)=[O:7])=[O:29])([C:33]2[N:34]([CH3:38])[CH:35]=[N:36][CH:37]=2)[CH3:32])=[CH:40][C:41]=1[F:47])#[N:46]. The catalyst class is: 34.